This data is from Forward reaction prediction with 1.9M reactions from USPTO patents (1976-2016). The task is: Predict the product of the given reaction. (1) Given the reactants [F:1][C:2]([F:14])([F:13])[C:3]1[CH:12]=[CH:11][C:6]([CH2:7][N:8]=[C:9]=[O:10])=[CH:5][CH:4]=1.[CH3:15][C:16]1[O:17][C:18]2[CH:24]=[CH:23][C:22]([NH2:25])=[CH:21][C:19]=2[N:20]=1, predict the reaction product. The product is: [CH3:15][C:16]1[O:17][C:18]2[CH:24]=[CH:23][C:22]([NH:25][C:9]([NH:8][CH2:7][C:6]3[CH:11]=[CH:12][C:3]([C:2]([F:13])([F:14])[F:1])=[CH:4][CH:5]=3)=[O:10])=[CH:21][C:19]=2[N:20]=1. (2) Given the reactants [CH3:1][NH:2][CH2:3][C:4]1[CH:9]=[CH:8][CH:7]=[CH:6][CH:5]=1.C([Li])CCC.Cl[Si:16]([CH3:19])([CH3:18])[CH3:17], predict the reaction product. The product is: [CH3:17][Si:16]([CH3:19])([CH3:18])[N:2]([CH2:3][C:4]1[CH:9]=[CH:8][CH:7]=[CH:6][CH:5]=1)[CH3:1]. (3) Given the reactants [NH2:1][CH2:2][C@@H:3]1[O:8][CH2:7][CH2:6][N:5]([CH2:9][CH2:10][N:11]2[C:20]3[C:15](=[N:16][CH:17]=[C:18]([O:21][CH3:22])[CH:19]=3)[CH:14]=[CH:13][C:12]2=[O:23])[CH2:4]1.[O:24]1[C:33]2[CH:32]=[C:31]([CH:34]=O)[N:30]=[CH:29][C:28]=2[O:27][CH2:26][CH2:25]1.S([O-])([O-])(=O)=O.[Na+].[Na+].[BH-](OC(C)=O)(OC(C)=O)OC(C)=O.[Na+], predict the reaction product. The product is: [O:24]1[C:33]2[CH:32]=[C:31]([CH2:34][NH:1][CH2:2][C@@H:3]3[O:8][CH2:7][CH2:6][N:5]([CH2:9][CH2:10][N:11]4[C:20]5[C:15](=[N:16][CH:17]=[C:18]([O:21][CH3:22])[CH:19]=5)[CH:14]=[CH:13][C:12]4=[O:23])[CH2:4]3)[N:30]=[CH:29][C:28]=2[O:27][CH2:26][CH2:25]1.